Regression. Given a peptide amino acid sequence and an MHC pseudo amino acid sequence, predict their binding affinity value. This is MHC class I binding data. From a dataset of Peptide-MHC class I binding affinity with 185,985 pairs from IEDB/IMGT. The peptide sequence is LTFLHTLYK. The MHC is HLA-A26:01 with pseudo-sequence HLA-A26:01. The binding affinity (normalized) is 0.0847.